Dataset: Forward reaction prediction with 1.9M reactions from USPTO patents (1976-2016). Task: Predict the product of the given reaction. (1) Given the reactants [CH3:1][O:2][C:3]1[C:7]([C:8]2[CH:13]=[CH:12][CH:11]=[CH:10][N:9]=2)=[C:6]([NH2:14])[NH:5][N:4]=1.[O:15]1[C:19]2[CH:20]=[CH:21][C:22]([C:24](=O)[CH2:25][C:26](OCC)=[O:27])=[CH:23][C:18]=2[O:17][CH2:16]1.CC1C=CC(S(O)(=O)=O)=CC=1, predict the reaction product. The product is: [O:15]1[C:19]2[CH:20]=[CH:21][C:22]([C:24]3[NH:14][C:6]4[N:5]([N:4]=[C:3]([O:2][CH3:1])[C:7]=4[C:8]4[CH:13]=[CH:12][CH:11]=[CH:10][N:9]=4)[C:26](=[O:27])[CH:25]=3)=[CH:23][C:18]=2[O:17][CH2:16]1. (2) Given the reactants [F:1][C:2]1[CH:24]=[C:23]([F:25])[CH:22]=[CH:21][C:3]=1[O:4][C:5]1[CH:6]=[C:7]2[C:11](=[CH:12][C:13]=1[C:14](O)=[O:15])[N:10]([CH2:17][CH:18]([CH3:20])[CH3:19])[N:9]=[CH:8]2.C1C=CC2N(O)N=[N:32]C=2C=1.CCN=C=NCCCN(C)C.Cl.[CH3:48][O:49][C:50]1[CH:74]=[CH:73][C:53]([CH2:54][N:55]([CH:70]([CH3:72])[CH3:71])[CH2:56][CH2:57][C@H:58]([C:63]([O:65][C:66](C)(C)C)=[O:64])C(OC)=O)=[CH:52][CH:51]=1.C(N(CC)CC)C, predict the reaction product. The product is: [CH3:48][O:49][C:50]1[CH:51]=[CH:52][C:53]([CH2:54][N:55]([CH:70]([CH3:71])[CH3:72])[CH2:56][CH2:57][C@H:58]([NH:32][C:14]([C:13]2[CH:12]=[C:11]3[C:7]([CH:8]=[N:9][N:10]3[CH2:17][CH:18]([CH3:20])[CH3:19])=[CH:6][C:5]=2[O:4][C:3]2[CH:21]=[CH:22][C:23]([F:25])=[CH:24][C:2]=2[F:1])=[O:15])[C:63]([O:65][CH3:66])=[O:64])=[CH:73][CH:74]=1.